This data is from Peptide-MHC class I binding affinity with 185,985 pairs from IEDB/IMGT. The task is: Regression. Given a peptide amino acid sequence and an MHC pseudo amino acid sequence, predict their binding affinity value. This is MHC class I binding data. The peptide sequence is ETVNFVPNY. The MHC is HLA-A01:01 with pseudo-sequence HLA-A01:01. The binding affinity (normalized) is 0.0847.